This data is from Forward reaction prediction with 1.9M reactions from USPTO patents (1976-2016). The task is: Predict the product of the given reaction. (1) Given the reactants [NH:1]1[C:9]2[C:4](=[CH:5][CH:6]=[CH:7][CH:8]=2)[CH:3]=[C:2]1[C:10]([N:12]1[CH2:17][CH2:16][N:15]([CH3:18])[CH2:14][CH2:13]1)=[O:11].[CH2:19]=O.[NH:21]1[CH2:25][CH2:24][CH2:23][CH2:22]1.[OH-].[Na+], predict the reaction product. The product is: [CH3:18][N:15]1[CH2:14][CH2:13][N:12]([C:10]([C:2]2[NH:1][C:9]3[C:4]([C:3]=2[CH2:19][N:21]2[CH2:25][CH2:24][CH2:23][CH2:22]2)=[CH:5][CH:6]=[CH:7][CH:8]=3)=[O:11])[CH2:17][CH2:16]1. (2) Given the reactants [C:1]([O:14][CH2:15][C@@H:16]([O:46][C:47](=[O:59])[CH2:48][CH2:49][CH2:50][CH2:51][CH2:52][CH2:53][CH2:54][CH2:55][CH2:56][CH2:57][CH3:58])[CH2:17][S:18][CH2:19][C@H:20]([NH:28][C:29]([O:31][CH2:32][CH:33]1[C:45]2[CH:44]=[CH:43][CH:42]=[CH:41][C:40]=2[C:39]2[C:34]1=[CH:35][CH:36]=[CH:37][CH:38]=2)=[O:30])[C:21]([O:23]C(C)(C)C)=[O:22])(=[O:13])[CH2:2][CH2:3][CH2:4][CH2:5][CH2:6][CH2:7][CH2:8][CH2:9][CH2:10][CH2:11][CH3:12], predict the reaction product. The product is: [C:47]([O:46][C@H:16]([CH2:15][O:14][C:1](=[O:13])[CH2:2][CH2:3][CH2:4][CH2:5][CH2:6][CH2:7][CH2:8][CH2:9][CH2:10][CH2:11][CH3:12])[CH2:17][S:18][CH2:19][C@@H:20]([C:21]([OH:23])=[O:22])[NH:28][C:29](=[O:30])[O:31][CH2:32][CH:33]1[C:45]2[CH:44]=[CH:43][CH:42]=[CH:41][C:40]=2[C:39]2[C:34]1=[CH:35][CH:36]=[CH:37][CH:38]=2)(=[O:59])[CH2:48][CH2:49][CH2:50][CH2:51][CH2:52][CH2:53][CH2:54][CH2:55][CH2:56][CH2:57][CH3:58].